Dataset: Forward reaction prediction with 1.9M reactions from USPTO patents (1976-2016). Task: Predict the product of the given reaction. (1) Given the reactants C[O:2][C:3]([C:5]1[CH:6]=[CH:7][C:8]([C:11]2[CH:16]=[CH:15][N:14]=[C:13]([NH:17][CH:18]3[CH2:23][CH2:22][CH2:21][CH2:20][CH2:19]3)[CH:12]=2)=[N:9][CH:10]=1)=[O:4].[OH-].[Li+].Cl, predict the reaction product. The product is: [CH:18]1([NH:17][C:13]2[CH:12]=[C:11]([C:8]3[CH:7]=[CH:6][C:5]([C:3]([OH:4])=[O:2])=[CH:10][N:9]=3)[CH:16]=[CH:15][N:14]=2)[CH2:19][CH2:20][CH2:21][CH2:22][CH2:23]1. (2) Given the reactants Cl[CH:2]([C:31]1[C:32]([CH3:37])=[N:33][O:34][C:35]=1[CH3:36])[C:3]1[O:4][C:5]2[CH:11]=[CH:10][C:9]([CH2:12][C:13]([NH:15][CH:16]([C:23]3[CH:28]=[CH:27][C:26]([CH3:29])=[CH:25][C:24]=3[CH3:30])[C:17]3[CH:22]=[CH:21][CH:20]=[CH:19][CH:18]=3)=[O:14])=[CH:8][C:6]=2[CH:7]=1.[C:38](=[O:42])([O:40][CH3:41])[NH2:39].O, predict the reaction product. The product is: [CH3:37][C:32]1[C:31]([CH:2]([NH:39][C:38](=[O:42])[O:40][CH3:41])[C:3]2[O:4][C:5]3[CH:11]=[CH:10][C:9]([CH2:12][C:13]([NH:15][CH:16]([C:23]4[CH:28]=[CH:27][C:26]([CH3:29])=[CH:25][C:24]=4[CH3:30])[C:17]4[CH:18]=[CH:19][CH:20]=[CH:21][CH:22]=4)=[O:14])=[CH:8][C:6]=3[CH:7]=2)=[C:35]([CH3:36])[O:34][N:33]=1. (3) Given the reactants [N:1]1([C@H:6]2[CH2:10][CH2:9][CH2:8][C@H:7]2[NH2:11])[CH2:5][CH2:4][CH2:3][CH2:2]1.[Cl:12][C:13]1[CH:21]=[C:20]([C:22]([F:25])([F:24])[F:23])[CH:19]=[C:18]([Cl:26])[C:14]=1[C:15](O)=[O:16], predict the reaction product. The product is: [Cl:12][C:13]1[CH:21]=[C:20]([C:22]([F:23])([F:24])[F:25])[CH:19]=[C:18]([Cl:26])[C:14]=1[C:15]([NH:11][C@@H:7]1[CH2:8][CH2:9][CH2:10][C@@H:6]1[N:1]1[CH2:2][CH2:3][CH2:4][CH2:5]1)=[O:16]. (4) Given the reactants [Br:1][C:2]1[C:10]([O:11][C:12]([F:15])([F:14])[F:13])=[CH:9][C:5]([C:6]([OH:8])=[O:7])=[C:4]([N+:16]([O-:18])=[O:17])[CH:3]=1.[CH2:19](OC(=O)C1C=CC(Br)=C(C(F)(F)F)C=1)[CH3:20], predict the reaction product. The product is: [CH2:19]([O:7][C:6](=[O:8])[C:5]1[CH:9]=[C:10]([O:11][C:12]([F:14])([F:15])[F:13])[C:2]([Br:1])=[CH:3][C:4]=1[N+:16]([O-:18])=[O:17])[CH3:20]. (5) Given the reactants C(O[C:6]([C:8]1[CH:18]=[C:17]([O:19][CH:20]([CH3:22])[CH3:21])[C:11]2[CH2:12][CH:13]([CH2:15][OH:16])[O:14][C:10]=2[CH:9]=1)=[O:7])(C)(C)C.[NH2:23][C:24]1[CH:28]=[CH:27][N:26]([CH3:29])[N:25]=1, predict the reaction product. The product is: [CH3:29][N:26]1[CH:27]=[CH:28][C:24]([NH:23][C:6]([C:8]2[CH:18]=[C:17]([O:19][CH:20]([CH3:21])[CH3:22])[C:11]3[CH2:12][CH:13]([CH2:15][OH:16])[O:14][C:10]=3[CH:9]=2)=[O:7])=[N:25]1. (6) Given the reactants [Br:1][C:2]1[C:3](Cl)=[N:4][C:5]([Cl:8])=[N:6][CH:7]=1.C(N(C(C)C)CC)(C)C.[CH:19]1([NH2:23])[CH2:22][CH2:21][CH2:20]1, predict the reaction product. The product is: [Br:1][C:2]1[C:3]([NH:23][CH:19]2[CH2:22][CH2:21][CH2:20]2)=[N:4][C:5]([Cl:8])=[N:6][CH:7]=1.